From a dataset of Reaction yield outcomes from USPTO patents with 853,638 reactions. Predict the reaction yield, written as a fraction of the theoretical maximum amount of product (1.0 means a 100% yield; for example, 0.34 means a 34% yield). (1) The reactants are [N+:1]([C:4]1[CH:9]=[CH:8][CH:7]=[CH:6][C:5]=1B(O)O)([O-:3])=[O:2].[F:13][C:14]([F:33])([F:32])[C:15]1[CH:16]=[C:17]([CH:29]=[CH:30][CH:31]=1)[CH2:18][NH:19][C:20](=[O:28])[C:21]1[CH:26]=[CH:25][N:24]=[C:23](Br)[CH:22]=1.C(=O)([O-])[O-].[Na+].[Na+]. The catalyst is COCCOC.O.C1C=CC([P]([Pd]([P](C2C=CC=CC=2)(C2C=CC=CC=2)C2C=CC=CC=2)([P](C2C=CC=CC=2)(C2C=CC=CC=2)C2C=CC=CC=2)[P](C2C=CC=CC=2)(C2C=CC=CC=2)C2C=CC=CC=2)(C2C=CC=CC=2)C2C=CC=CC=2)=CC=1. The product is [F:32][C:14]([F:13])([F:33])[C:15]1[CH:16]=[C:17]([CH:29]=[CH:30][CH:31]=1)[CH2:18][NH:19][C:20](=[O:28])[C:21]1[CH:22]=[CH:23][N:24]=[C:25]([C:5]2[CH:6]=[CH:7][CH:8]=[CH:9][C:4]=2[N+:1]([O-:3])=[O:2])[CH:26]=1. The yield is 0.830. (2) The reactants are [F:1][C:2]1[C:15]([OH:16])=[CH:14][C:13]2[O:12][C:11]3[C:6](=[CH:7][C:8]([F:18])=[C:9]([OH:17])[CH:10]=3)[C:5](=[O:19])[C:4]=2[CH:3]=1.[H-].[Na+].[CH3:22][O:23][CH2:24][CH2:25][O:26][CH2:27]Cl. The catalyst is C1COCC1. The product is [F:1][C:2]1[C:15]([O:16][CH2:22][O:23][CH2:24][CH2:25][O:26][CH3:27])=[CH:14][C:13]2[O:12][C:11]3[C:6](=[CH:7][C:8]([F:18])=[C:9]([O:17][CH2:22][O:23][CH2:24][CH2:25][O:26][CH3:27])[CH:10]=3)[C:5](=[O:19])[C:4]=2[CH:3]=1. The yield is 0.650. (3) The reactants are [H-].[Na+].[C:3]1([OH:9])[CH:8]=[CH:7][CH:6]=[CH:5][CH:4]=1.[Br:10][C:11]1[CH:12]=[N:13][CH:14]=[C:15](Br)[CH:16]=1.[OH-].[Na+]. The catalyst is CN(C=O)C.O. The product is [Br:10][C:11]1[CH:12]=[N:13][CH:14]=[C:15]([O:9][C:3]2[CH:8]=[CH:7][CH:6]=[CH:5][CH:4]=2)[CH:16]=1. The yield is 0.680. (4) The reactants are [CH:1]1([CH2:5][NH:6][C:7]([C:9]2[C:14]([O:15]C)=[CH:13][CH:12]=[CH:11][C:10]=2[NH:17][C:18]([C:20]2[C:29]3[C:24](=[CH:25][CH:26]=[CH:27][CH:28]=3)[CH:23]=[CH:22][CH:21]=2)=[O:19])=[O:8])[CH2:4][CH2:3][CH2:2]1.B(Br)(Br)Br. No catalyst specified. The product is [CH:1]1([CH2:5][NH:6][C:7]([C:9]2[C:14]([OH:15])=[CH:13][CH:12]=[CH:11][C:10]=2[NH:17][C:18]([C:20]2[C:29]3[C:24](=[CH:25][CH:26]=[CH:27][CH:28]=3)[CH:23]=[CH:22][CH:21]=2)=[O:19])=[O:8])[CH2:4][CH2:3][CH2:2]1. The yield is 0.230. (5) The product is [I:10][C:6]1[CH:7]=[CH:8][N:9]=[C:2]2[N:11]([C:13]3[CH:14]=[C:15]([S:19]([NH2:22])(=[O:21])=[O:20])[CH:16]=[CH:17][CH:18]=3)[N:12]=[CH:4][C:3]=12. The reactants are F[C:2]1[N:9]=[CH:8][CH:7]=[C:6]([I:10])[C:3]=1[CH:4]=O.[NH:11]([C:13]1[CH:14]=[C:15]([S:19]([NH2:22])(=[O:21])=[O:20])[CH:16]=[CH:17][CH:18]=1)[NH2:12]. The catalyst is CN1C(=O)CCC1. The yield is 0.164.